This data is from Reaction yield outcomes from USPTO patents with 853,638 reactions. The task is: Predict the reaction yield, written as a fraction of the theoretical maximum amount of product (1.0 means a 100% yield; for example, 0.34 means a 34% yield). (1) The reactants are [F:1][C:2]1[CH:10]=[C:9]([N+:11]([O-:13])=[O:12])[C:8]([O:14][CH3:15])=[CH:7][C:3]=1[C:4](O)=[O:5].[BH4-].[Na+].B(F)(F)F. The catalyst is C1COCC1. The product is [F:1][C:2]1[CH:10]=[C:9]([N+:11]([O-:13])=[O:12])[C:8]([O:14][CH3:15])=[CH:7][C:3]=1[CH2:4][OH:5]. The yield is 0.970. (2) The reactants are CO[C:3](=[O:24])[C:4]1[CH:9]=[CH:8][C:7]([O:10][CH2:11][C:12]2[C:13]([C:17]3[CH:22]=[CH:21][C:20]([F:23])=[CH:19][CH:18]=3)=[N:14][O:15][CH:16]=2)=[N:6][CH:5]=1.[F:25][C:26]([F:30])([F:29])[CH2:27][NH2:28]. No catalyst specified. The product is [F:23][C:20]1[CH:19]=[CH:18][C:17]([C:13]2[C:12]([CH2:11][O:10][C:7]3[CH:8]=[CH:9][C:4]([C:3]([NH:28][CH2:27][C:26]([F:30])([F:29])[F:25])=[O:24])=[CH:5][N:6]=3)=[CH:16][O:15][N:14]=2)=[CH:22][CH:21]=1. The yield is 0.410. (3) The yield is 0.350. The catalyst is CN(C=O)C. The product is [Cl:11][C:12]1[CH:17]=[CH:16][CH:15]=[C:14]([S:8][C:3]2[CH:4]=[CH:5][CH:6]=[CH:7][C:2]=2[F:1])[N:13]=1. The reactants are [F:1][C:2]1[CH:7]=[CH:6][CH:5]=[CH:4][C:3]=1[SH:8].[H-].[Na+].[Cl:11][C:12]1[CH:17]=[CH:16][CH:15]=[C:14](Cl)[N:13]=1. (4) The reactants are [Cl:1][C:2]1[N:6]2[CH:7]=[C:8]([C:15]3[CH:16]=[N:17][NH:18][CH:19]=3)[CH:9]=[C:10]([C:11]([F:14])([F:13])[F:12])[C:5]2=[N:4][C:3]=1[C:20]([OH:22])=O.[NH:23]1[CH2:28][CH2:27][CH:26]([N:29]2[CH2:33][C:32](=[O:34])[NH:31][C:30]2=[O:35])[CH2:25][CH2:24]1.CCN(C(C)C)C(C)C.CN(C(ON1N=NC2C=CC=NC1=2)=[N+](C)C)C.F[P-](F)(F)(F)(F)F. The catalyst is CN(C=O)C.C(Cl)Cl. The product is [Cl:1][C:2]1[N:6]2[CH:7]=[C:8]([C:15]3[CH:16]=[N:17][NH:18][CH:19]=3)[CH:9]=[C:10]([C:11]([F:13])([F:14])[F:12])[C:5]2=[N:4][C:3]=1[C:20]([N:23]1[CH2:24][CH2:25][CH:26]([N:29]2[CH2:33][C:32](=[O:34])[NH:31][C:30]2=[O:35])[CH2:27][CH2:28]1)=[O:22]. The yield is 0.0800. (5) The reactants are [CH2:1]([N:3]1[C:12]2[C:7](=[C:8]([OH:23])[C:9]([O:13][CH2:14][C:15]3[CH:20]=[CH:19][C:18]([O:21][CH3:22])=[CH:17][CH:16]=3)=[CH:10][CH:11]=2)[C:6](=[O:24])[C:5]([C:25]([O:27]CC)=[O:26])=[CH:4]1)[CH3:2].[OH-].[K+]. The catalyst is CO.O. The product is [CH2:1]([N:3]1[C:12]2[C:7](=[C:8]([OH:23])[C:9]([O:13][CH2:14][C:15]3[CH:20]=[CH:19][C:18]([O:21][CH3:22])=[CH:17][CH:16]=3)=[CH:10][CH:11]=2)[C:6](=[O:24])[C:5]([C:25]([OH:27])=[O:26])=[CH:4]1)[CH3:2]. The yield is 0.970. (6) The reactants are [CH3:1][O:2][CH2:3][C:4](Cl)=[O:5].[NH2:7][C:8]1[CH:13]=[C:12]([O:14][C:15]2[C:24]3[C:19](=[CH:20][CH:21]=[CH:22][CH:23]=3)[C:18]([NH:25][C:26]([NH:28][C:29]3[N:33]([C:34]4[CH:39]=[CH:38][C:37]([CH3:40])=[CH:36][CH:35]=4)[N:32]=[C:31]([C:41]([CH3:44])([CH3:43])[CH3:42])[CH:30]=3)=[O:27])=[CH:17][CH:16]=2)[CH:11]=[CH:10][N:9]=1.CCN(C(C)C)C(C)C. The catalyst is C1COCC1. The product is [C:41]([C:31]1[CH:30]=[C:29]([NH:28][C:26](=[O:27])[NH:25][C:18]2[C:19]3[C:24](=[CH:23][CH:22]=[CH:21][CH:20]=3)[C:15]([O:14][C:12]3[CH:11]=[CH:10][N:9]=[C:8]([NH:7][C:4](=[O:5])[CH2:3][O:2][CH3:1])[CH:13]=3)=[CH:16][CH:17]=2)[N:33]([C:34]2[CH:39]=[CH:38][C:37]([CH3:40])=[CH:36][CH:35]=2)[N:32]=1)([CH3:44])([CH3:43])[CH3:42]. The yield is 0.610. (7) The reactants are Cl[CH2:2][CH2:3][CH2:4][Si:5]([CH2:14][C:15](=[CH2:17])[CH3:16])([CH2:10][C:11](=[CH2:13])[CH3:12])[CH2:6][C:7](=[CH2:9])[CH3:8].[N-:18]=[N+:19]=[N-:20].[Na+]. The catalyst is CN(C)C=O. The product is [N:18]([CH2:2][CH2:3][CH2:4][Si:5]([CH2:14][C:15](=[CH2:17])[CH3:16])([CH2:10][C:11](=[CH2:13])[CH3:12])[CH2:6][C:7](=[CH2:9])[CH3:8])=[N+:19]=[N-:20]. The yield is 0.820.